Dataset: Forward reaction prediction with 1.9M reactions from USPTO patents (1976-2016). Task: Predict the product of the given reaction. (1) Given the reactants [CH2:1]([O:8][CH2:9][C:10]([NH:12][C:13]1[CH:14]=[C:15]2[C:19](=[CH:20][C:21]=1[C:22]#[N:23])[C:18](=[O:24])[CH2:17][CH2:16]2)=[O:11])[C:2]1[CH:7]=[CH:6][CH:5]=[CH:4][CH:3]=1.C(O)=[O:26].S([O-])([O-])(=O)=O.[Mg+2], predict the reaction product. The product is: [NH2:23][C:22]([C:21]1[CH:20]=[C:19]2[C:15]([CH2:16][CH2:17][C:18]2=[O:24])=[CH:14][C:13]=1[NH:12][C:10](=[O:11])[CH2:9][O:8][CH2:1][C:2]1[CH:7]=[CH:6][CH:5]=[CH:4][CH:3]=1)=[O:26]. (2) Given the reactants C(O[CH2:9][CH2:10][O:11][CH2:12][CH2:13][N:14]([C:44]([O:46][C:47]([CH3:50])([CH3:49])[CH3:48])=[O:45])[C@@H:15]1[CH2:22][N:21]2[C:23]3[CH:24]=[C:25]([C:36]([O:38][CH3:39])=[O:37])[CH:26]=[CH:27][C:28]=3[C:29](C3CCCCC3)=[C:20]2[C:19]2[CH:40]=[CH:41][CH:42]=[CH:43][C:18]=2[O:17][CH2:16]1)C1C=CC=CC=1.CS(Cl)(=O)=O.CCN([CH2:61][CH3:62])CC.S([O-])(=O)(=O)C.[CH3:68][NH2:69].[CH2:70]1[CH2:74]O[CH2:72][CH2:71]1, predict the reaction product. The product is: [C:47]([O:46][C:44]([N:14]([CH2:13][CH2:12][O:11][CH2:10][CH2:9][NH:69][CH3:68])[C@@H:15]1[CH2:22][N:21]2[C:23]3[CH:24]=[C:25]([C:36]([O:38][CH3:39])=[O:37])[CH:26]=[CH:27][C:28]=3[C:29]([CH:62]3[CH2:61][CH2:74][CH2:70][CH2:71][CH2:72]3)=[C:20]2[C:19]2[CH:40]=[CH:41][CH:42]=[CH:43][C:18]=2[O:17][CH2:16]1)=[O:45])([CH3:50])([CH3:49])[CH3:48]. (3) Given the reactants Cl[C:2]1[N:11]=[C:10]([NH:12][CH2:13][CH2:14][C:15]2[CH:20]=[CH:19][CH:18]=[CH:17][CH:16]=2)[C:9]2[C:4](=[CH:5][CH:6]=[CH:7][CH:8]=2)[N:3]=1.[CH3:21][N:22]([CH3:32])[C:23]1[CH:28]=[CH:27][C:26](B(O)O)=[CH:25][CH:24]=1.C1(C(C2C=CC=CN=2)CNC2C3C(=CC=CC=3)N=C(C3C=CC(NS(C)(=O)=O)=CC=3)N=2)C=CC=CC=1, predict the reaction product. The product is: [CH3:21][N:22]([CH3:32])[C:23]1[CH:28]=[CH:27][C:26]([C:2]2[N:11]=[C:10]([NH:12][CH2:13][CH2:14][C:15]3[CH:20]=[CH:19][CH:18]=[CH:17][CH:16]=3)[C:9]3[C:4](=[CH:5][CH:6]=[CH:7][CH:8]=3)[N:3]=2)=[CH:25][CH:24]=1. (4) Given the reactants Cl.Cl.[NH2:3][C@@H:4]1[CH2:6][C@H:5]1[C:7]1[CH:8]=[C:9]([CH:19]=[CH:20][CH:21]=1)[C:10]([NH:12][C:13]1[CH:17]=[C:16]([CH3:18])[O:15][N:14]=1)=[O:11].[C:22](=[O:25])([O-])O.[Na+].[BH4-].[Na+].O, predict the reaction product. The product is: [CH3:18][C:16]1[O:15][N:14]=[C:13]([NH:12][C:10](=[O:11])[C:9]2[CH:19]=[CH:20][CH:21]=[C:7]([C@@H:5]3[CH2:6][C@H:4]3[NH:3][CH2:4][CH:5]3[CH2:6][CH2:22][O:25][CH2:21][CH2:7]3)[CH:8]=2)[CH:17]=1. (5) Given the reactants [Cl:1][CH2:2][C:3](Cl)=[O:4].[I:6][C:7]1[CH:12]=[CH:11][C:10]([NH2:13])=[CH:9][CH:8]=1.C(N(CC)CC)C, predict the reaction product. The product is: [Cl:1][CH2:2][C:3]([NH:13][C:10]1[CH:11]=[CH:12][C:7]([I:6])=[CH:8][CH:9]=1)=[O:4]. (6) Given the reactants [CH:1]1([C:5]2[C:10]([CH:11]3[CH2:13][CH2:12]3)=[CH:9][C:8]([CH2:14][OH:15])=[C:7]([O:16][CH2:17][CH3:18])[CH:6]=2)[CH2:4][CH2:3][CH2:2]1, predict the reaction product. The product is: [CH:1]1([C:5]2[C:10]([CH:11]3[CH2:12][CH2:13]3)=[CH:9][C:8]([CH:14]=[O:15])=[C:7]([O:16][CH2:17][CH3:18])[CH:6]=2)[CH2:4][CH2:3][CH2:2]1. (7) The product is: [CH:11]([NH:10][C:9]1[C:4]2[C:3]([C:15]3[CH:20]=[CH:19][CH:18]=[CH:17][CH:16]=3)=[C:2]([C:29]3[CH:30]=[CH:31][C:32]([O:33][CH2:34][CH2:35][N:36]4[CH2:37][CH2:38][CH2:39][CH2:40]4)=[CH:41][CH:42]=3)[O:14][C:5]=2[N:6]=[CH:7][N:8]=1)([CH3:13])[CH3:12]. Given the reactants Br[C:2]1[O:14][C:5]2[N:6]=[CH:7][N:8]=[C:9]([NH:10][CH:11]([CH3:13])[CH3:12])[C:4]=2[C:3]=1[C:15]1[CH:20]=[CH:19][CH:18]=[CH:17][CH:16]=1.CC1(C)C(C)(C)OB([C:29]2[CH:42]=[CH:41][C:32]([O:33][CH2:34][CH2:35][N:36]3[CH2:40][CH2:39][CH2:38][CH2:37]3)=[CH:31][CH:30]=2)O1.C(=O)([O-])[O-].[K+].[K+].COCCOC, predict the reaction product. (8) Given the reactants CN1CCOCC1.[CH:8]1([NH2:12])[CH2:11][CH2:10][CH2:9]1.ON1C2C=CC=CC=2N=N1.Cl.CN(C)CCCN=C=NCC.[Cl:35][C:36]1[C:41]([Cl:42])=[CH:40][CH:39]=[CH:38][C:37]=1[NH:43][C:44]1[CH:52]=[C:51]([C:53]([F:56])([F:55])[F:54])[C:47]([C:48](O)=[O:49])=[CH:46][N:45]=1, predict the reaction product. The product is: [Cl:35][C:36]1[C:41]([Cl:42])=[CH:40][CH:39]=[CH:38][C:37]=1[NH:43][C:44]1[CH:52]=[C:51]([C:53]([F:55])([F:56])[F:54])[C:47]([C:48]([NH:12][CH:8]2[CH2:11][CH2:10][CH2:9]2)=[O:49])=[CH:46][N:45]=1. (9) Given the reactants [CH:1]1([CH2:8][C@H:9]2[NH:14][CH2:13][CH:12]([C:15]3[CH:20]=[C:19]([F:21])[CH:18]=[C:17]([F:22])[CH:16]=3)[NH:11][C:10]2=[O:23])[CH2:7][CH2:6][CH2:5][CH2:4][CH2:3][CH2:2]1.[C:24]([O:28][C:29](O[C:29]([O:28][C:24]([CH3:27])([CH3:26])[CH3:25])=[O:30])=[O:30])([CH3:27])([CH3:26])[CH3:25].CCN(C(C)C)C(C)C, predict the reaction product. The product is: [C:24]([O:28][C:29]([N:14]1[CH2:13][CH:12]([C:15]2[CH:16]=[C:17]([F:22])[CH:18]=[C:19]([F:21])[CH:20]=2)[NH:11][C:10](=[O:23])[C@H:9]1[CH2:8][CH:1]1[CH2:2][CH2:3][CH2:4][CH2:5][CH2:6][CH2:7]1)=[O:30])([CH3:27])([CH3:26])[CH3:25].